Binary Classification. Given a drug SMILES string, predict its activity (active/inactive) in a high-throughput screening assay against a specified biological target. From a dataset of Cav3 T-type calcium channel HTS with 100,875 compounds. The compound is O=C1CCC2C(NCCC2=C1)Cc1cc(O)c(OC)cc1. The result is 0 (inactive).